From a dataset of Reaction yield outcomes from USPTO patents with 853,638 reactions. Predict the reaction yield, written as a fraction of the theoretical maximum amount of product (1.0 means a 100% yield; for example, 0.34 means a 34% yield). (1) The reactants are Br[C:2]1[CH:3]=[C:4]2[C:9](=[N:10][CH:11]=1)[NH:8][C:7](=[O:12])[CH2:6][CH2:5]2.[NH:13]1[C:21]2[C:16](=[CH:17][CH:18]=[CH:19][CH:20]=2)[C:15]([CH2:22][N:23]([CH3:28])[C:24](=[O:27])[CH:25]=[CH2:26])=[CH:14]1.C1(C)C=CC=CC=1P(C1C=CC=CC=1C)C1C=CC=CC=1C.C(N(C(C)C)CC)(C)C. The catalyst is C(#N)CC.CC([O-])=O.CC([O-])=O.[Pd+2]. The product is [NH:13]1[C:21]2[C:16](=[CH:17][CH:18]=[CH:19][CH:20]=2)[C:15]([CH2:22][N:23]([CH3:28])[C:24](=[O:27])/[CH:25]=[CH:26]/[C:2]2[CH:11]=[N:10][C:9]3[NH:8][C:7](=[O:12])[CH2:6][CH2:5][C:4]=3[CH:3]=2)=[CH:14]1. The yield is 0.370. (2) The reactants are [F:1][C:2]1[CH:7]=[C:6]([N+:8]([O-:10])=[O:9])[CH:5]=[CH:4][C:3]=1[NH2:11].[Br:12]Br.C([O-])(O)=O.[Na+]. The catalyst is CC(O)=O. The product is [Br:12][C:4]1[CH:5]=[C:6]([N+:8]([O-:10])=[O:9])[CH:7]=[C:2]([F:1])[C:3]=1[NH2:11]. The yield is 0.970. (3) The reactants are C[O:2][C:3]([C:5]1[CH:23]=[CH:22][C:8]([C:9]([NH:11][C:12]2[CH:13]=[C:14]3[C:18](=[CH:19][CH:20]=2)[NH:17][C:16](=[O:21])[CH2:15]3)=[O:10])=[CH:7][CH:6]=1)=[O:4].[OH-].[Na+]. The catalyst is CO. The product is [C:3]([C:5]1[CH:6]=[CH:7][C:8]([C:9]([NH:11][C:12]2[CH:13]=[C:14]3[C:18](=[CH:19][CH:20]=2)[NH:17][C:16](=[O:21])[CH2:15]3)=[O:10])=[CH:22][CH:23]=1)([OH:4])=[O:2]. The yield is 0.870. (4) The reactants are [CH2:1]([O:3][C:4]1[C:12]([O:13][CH2:14][CH3:15])=[CH:11][CH:10]=[CH:9][C:5]=1[CH2:6][NH:7][CH3:8])[CH3:2].CNCC1C=CC2C(=CC=CC=2)C=1CCC.[ClH:32].[N:33]1([CH2:39][CH2:40][N:41]2[CH2:46][C:45]3[CH:47]=[C:48](/[CH:51]=[CH:52]/[C:53]([OH:55])=O)[CH:49]=[N:50][C:44]=3[NH:43][C:42]2=[O:56])[CH2:38][CH2:37][O:36][CH2:35][CH2:34]1. No catalyst specified. The product is [ClH:32].[CH2:1]([O:3][C:4]1[C:12]([O:13][CH2:14][CH3:15])=[CH:11][CH:10]=[CH:9][C:5]=1[CH2:6][N:7]([CH3:8])[C:53](=[O:55])/[CH:52]=[CH:51]/[C:48]1[CH:49]=[N:50][C:44]2[NH:43][C:42](=[O:56])[N:41]([CH2:40][CH2:39][N:33]3[CH2:34][CH2:35][O:36][CH2:37][CH2:38]3)[CH2:46][C:45]=2[CH:47]=1)[CH3:2]. The yield is 0.560. (5) The reactants are [CH3:1][N:2]([CH2:4][C:5]1[CH:12]=[CH:11][C:8]([CH:9]=O)=[CH:7][CH:6]=1)[CH3:3].[NH2:13][C:14]1[CH:22]=[C:21]([F:23])[CH:20]=[C:19]2[C:15]=1[CH2:16][O:17][C:18]2=[O:24].S([O-])([O-])(=O)=O.[Mg+2]. The catalyst is C(#N)C. The product is [CH3:1][N:2]([CH2:4][C:5]1[CH:12]=[CH:11][C:8](/[CH:9]=[N:13]/[C:14]2[CH:22]=[C:21]([F:23])[CH:20]=[C:19]3[C:15]=2[CH2:16][O:17][C:18]3=[O:24])=[CH:7][CH:6]=1)[CH3:3]. The yield is 0.600. (6) The reactants are [F:1][C:2]1[CH:10]=[C:9]2[C:5]([CH:6]=[C:7]([C:11]([CH3:16])([CH3:15])[CH2:12][CH2:13][OH:14])[NH:8]2)=[CH:4][C:3]=1[N+:17]([O-:19])=[O:18].[CH3:20][C:21]([Si:24](Cl)([CH3:26])[CH3:25])([CH3:23])[CH3:22].N1C=CN=C1. The catalyst is C(Cl)Cl. The product is [Si:24]([O:14][CH2:13][CH2:12][C:11]([C:7]1[NH:8][C:9]2[C:5]([CH:6]=1)=[CH:4][C:3]([N+:17]([O-:19])=[O:18])=[C:2]([F:1])[CH:10]=2)([CH3:16])[CH3:15])([C:21]([CH3:23])([CH3:22])[CH3:20])([CH3:26])[CH3:25]. The yield is 0.530. (7) The reactants are [CH3:1][O:2][CH:3]([O:14][CH3:15])[C:4](=O)[CH2:5][C:6]([C:8]1[S:9][CH:10]=[CH:11][N:12]=1)=O.O.[NH2:17][NH2:18]. The catalyst is C(O)C. The product is [CH3:1][O:2][CH:3]([O:14][CH3:15])[C:4]1[NH:18][N:17]=[C:6]([C:8]2[S:9][CH:10]=[CH:11][N:12]=2)[CH:5]=1. The yield is 0.470. (8) The reactants are Cl.[Cl:2][C:3]1[CH:4]=[C:5]2[C:9](=[CH:10][CH:11]=1)[NH:8][CH:7]=[C:6]2[CH2:12][CH2:13][NH2:14].C1CN([P+](ON2N=NC3C=CC=CC2=3)(N2CCCC2)N2CCCC2)CC1.F[P-](F)(F)(F)(F)F.[C:48]([C:50]1[CH:55]=[CH:54][C:53]([N:56]2[CH2:60][CH2:59][CH:58]([C:61](O)=[O:62])[C:57]2=[O:64])=[CH:52][CH:51]=1)#[N:49]. The catalyst is CN(C=O)C. The product is [Cl:2][C:3]1[CH:4]=[C:5]2[C:9](=[CH:10][CH:11]=1)[NH:8][CH:7]=[C:6]2[CH2:12][CH2:13][NH:14][C:61]([CH:58]1[CH2:59][CH2:60][N:56]([C:53]2[CH:54]=[CH:55][C:50]([C:48]#[N:49])=[CH:51][CH:52]=2)[C:57]1=[O:64])=[O:62]. The yield is 0.0300. (9) The reactants are [F:1][C:2]1[CH:7]=[C:6]([C:8]2[C:9]([CH:17]([OH:19])[CH3:18])=[N:10][N:11]3[CH:16]=[CH:15][CH:14]=[CH:13][C:12]=23)[CH:5]=[CH:4][N:3]=1. The catalyst is [O-2].[Mn+4].[O-2].C(Cl)Cl. The product is [F:1][C:2]1[CH:7]=[C:6]([C:8]2[C:9]([C:17](=[O:19])[CH3:18])=[N:10][N:11]3[CH:16]=[CH:15][CH:14]=[CH:13][C:12]=23)[CH:5]=[CH:4][N:3]=1. The yield is 0.980.